Dataset: Reaction yield outcomes from USPTO patents with 853,638 reactions. Task: Predict the reaction yield, written as a fraction of the theoretical maximum amount of product (1.0 means a 100% yield; for example, 0.34 means a 34% yield). (1) The reactants are [CH2:1]1[C:9]2[C:4](=[CH:5][CH:6]=[CH:7][CH:8]=2)[CH2:3][N:2]1[N:10]([CH3:46])[C:11](=[O:45])[CH2:12][N:13]([C:30]1[CH:35]=[CH:34][C:33](B2OCC(C)(C)CO2)=[CH:32][C:31]=1[CH3:44])[CH2:14][C:15]([NH:17][CH2:18][CH2:19][N:20]([C:23]([O:25][C:26]([CH3:29])([CH3:28])[CH3:27])=[O:24])[CH2:21][CH3:22])=[O:16].Br[C:48]1[S:49][C:50]([C:53]([O:55][CH2:56][CH3:57])=[O:54])=[CH:51][N:52]=1. No catalyst specified. The product is [CH2:1]1[C:9]2[C:4](=[CH:5][CH:6]=[CH:7][CH:8]=2)[CH2:3][N:2]1[N:10]([CH3:46])[C:11](=[O:45])[CH2:12][N:13]([C:30]1[CH:35]=[CH:34][C:33]([C:48]2[S:49][C:50]([C:53]([O:55][CH2:56][CH3:57])=[O:54])=[CH:51][N:52]=2)=[CH:32][C:31]=1[CH3:44])[CH2:14][C:15]([NH:17][CH2:18][CH2:19][N:20]([C:23]([O:25][C:26]([CH3:29])([CH3:27])[CH3:28])=[O:24])[CH2:21][CH3:22])=[O:16]. The yield is 0.140. (2) The reactants are [C:1]([O:7][C:8]([CH3:11])([CH3:10])[CH3:9])(=[O:6])[CH2:2][C:3]([CH3:5])=O.[F:12][C:13]1[CH:20]=[CH:19][C:18]([Br:21])=[CH:17][C:14]=1[CH:15]=O.[NH4+:22].[OH-:23]. The catalyst is CCO.C(Cl)Cl. The product is [Br:21][C:18]1[CH:19]=[CH:20][C:13]([F:12])=[C:14]([CH:15]2[C:2]([C:1]([O:7][C:8]([CH3:11])([CH3:10])[CH3:9])=[O:6])=[C:3]([CH3:5])[NH:22][C:3]([CH3:5])=[C:2]2[C:1]([O:7][C:8]([CH3:11])([CH3:10])[CH3:9])=[O:23])[CH:17]=1. The yield is 0.0200. (3) The reactants are [Cl:1][C:2]1[CH:7]=[CH:6][C:5]([C:8]2[C:9]([OH:14])=[CH:10][CH:11]=[CH:12][CH:13]=2)=[C:4]([CH3:15])[CH:3]=1.C(=O)([O-])[O-].[K+].[K+].C(Br)C=C.[CH2:26]([O:29]CC=C)[CH:27]=[CH2:28].C(C1C(C(F)(F)F)=CC=C(Cl)C=1O)C=C.C(C1C=CC=C(C2C=CC(Cl)=CC=2C)C=1O)C=C.ClC1C=C(C=CC=1)C(OO)=O.ClC1C2OC(CO)CC=2C(C(F)(F)F)=CC=1. The catalyst is C1(C)C=C(C)C=C(C)C=1. The product is [Cl:1][C:2]1[CH:7]=[CH:6][C:5]([C:8]2[C:9]3[O:14][CH:27]([CH2:26][OH:29])[CH2:28][C:10]=3[CH:11]=[CH:12][CH:13]=2)=[C:4]([CH3:15])[CH:3]=1. The yield is 0.610. (4) The reactants are CO[C:3]([C:5]1[S:9][C:8](/[CH:10]=[CH:11]/[C:12]2[C:13]([CH2:18][CH2:19][CH2:20][CH3:21])=[N:14][O:15][C:16]=2[CH3:17])=[N:7][C:6]=1[CH3:22])=[O:4].[NH2:23][CH:24]1[CH2:29][CH2:28][O:27][CH2:26][CH2:25]1. No catalyst specified. The product is [O:27]1[CH2:28][CH2:29][CH:24]([NH:23][C:3]([C:5]2[S:9][C:8](/[CH:10]=[CH:11]/[C:12]3[C:13]([CH2:18][CH2:19][CH2:20][CH3:21])=[N:14][O:15][C:16]=3[CH3:17])=[N:7][C:6]=2[CH3:22])=[O:4])[CH2:25][CH2:26]1. The yield is 0.750. (5) The reactants are [CH2:1]([C:8]1[S:12][C:11]([NH:13][C:14](=[O:23])[C:15]2[CH:20]=[CH:19][C:18]([O:21]C)=[CH:17][CH:16]=2)=[N:10][C:9]=1[C:24]1[CH:29]=[CH:28][C:27]([O:30]C)=[CH:26][CH:25]=1)[C:2]1[CH:7]=[CH:6][CH:5]=[CH:4][CH:3]=1.B(Br)(Br)Br. No catalyst specified. The product is [CH2:1]([C:8]1[S:12][C:11]([NH:13][C:14](=[O:23])[C:15]2[CH:20]=[CH:19][C:18]([OH:21])=[CH:17][CH:16]=2)=[N:10][C:9]=1[C:24]1[CH:25]=[CH:26][C:27]([OH:30])=[CH:28][CH:29]=1)[C:2]1[CH:7]=[CH:6][CH:5]=[CH:4][CH:3]=1. The yield is 0.679.